Dataset: Forward reaction prediction with 1.9M reactions from USPTO patents (1976-2016). Task: Predict the product of the given reaction. (1) Given the reactants [CH3:1][O:2][C:3]1[CH:8]=[C:7]([N:9]2[CH2:14][CH2:13][N:12]([CH3:15])[CH2:11][CH2:10]2)[CH:6]=[CH:5][C:4]=1[NH:16][C:17]1[CH:22]=[C:21]([NH:23][C:24]2[CH:29]=[CH:28][CH:27]=[C:26]([N+:30]([O-:32])=[O:31])[CH:25]=2)[N:20]=[CH:19][N:18]=1.[C:33]1([N:39]=[C:40]=[O:41])[CH:38]=[CH:37][CH:36]=[CH:35][CH:34]=1, predict the reaction product. The product is: [CH3:1][O:2][C:3]1[CH:8]=[C:7]([N:9]2[CH2:10][CH2:11][N:12]([CH3:15])[CH2:13][CH2:14]2)[CH:6]=[CH:5][C:4]=1[NH:16][C:17]1[N:18]=[CH:19][N:20]=[C:21]([N:23]([C:24]2[CH:29]=[CH:28][CH:27]=[C:26]([N+:30]([O-:32])=[O:31])[CH:25]=2)[C:40]([NH:39][C:33]2[CH:38]=[CH:37][CH:36]=[CH:35][CH:34]=2)=[O:41])[CH:22]=1. (2) Given the reactants [H-].[Na+].[CH2:3]([OH:6])[CH2:4][OH:5].[Br:7][C:8]1[CH:13]=[CH:12][CH:11]=[C:10]([CH2:14]Br)[CH:9]=1, predict the reaction product. The product is: [Br:7][C:8]1[CH:9]=[C:10]([CH:11]=[CH:12][CH:13]=1)[CH2:14][O:5][CH2:4][CH2:3][OH:6]. (3) The product is: [Cl:19][C:20]1[CH:25]=[C:24]([C:26]2([C:7]3[CH:8]=[C:9]([CH3:18])[C:10]([O:14][CH:15]([F:17])[F:16])=[C:11]([CH3:13])[CH:12]=3)[C:34]3[C:35](=[N:36][CH:37]=[CH:38][CH:39]=3)[C:40]([NH2:41])=[N:27]2)[CH:23]=[CH:22][N:21]=1. Given the reactants C([Li])CCC.Br[C:7]1[CH:8]=[C:9]([CH3:18])[C:10]([O:14][CH:15]([F:17])[F:16])=[C:11]([CH3:13])[CH:12]=1.[Cl:19][C:20]1[CH:25]=[C:24]([C:26]([C:34]2[C:35]([C:40]#[N:41])=[N:36][CH:37]=[CH:38][CH:39]=2)=[N:27]S(C(C)(C)C)=O)[CH:23]=[CH:22][N:21]=1.Cl.C([O-])(O)=O.[Na+], predict the reaction product.